This data is from NCI-60 drug combinations with 297,098 pairs across 59 cell lines. The task is: Regression. Given two drug SMILES strings and cell line genomic features, predict the synergy score measuring deviation from expected non-interaction effect. (1) Cell line: NCI-H460. Drug 2: CC1C(C(=O)NC(C(=O)N2CCCC2C(=O)N(CC(=O)N(C(C(=O)O1)C(C)C)C)C)C(C)C)NC(=O)C3=C4C(=C(C=C3)C)OC5=C(C(=O)C(=C(C5=N4)C(=O)NC6C(OC(=O)C(N(C(=O)CN(C(=O)C7CCCN7C(=O)C(NC6=O)C(C)C)C)C)C(C)C)C)N)C. Synergy scores: CSS=32.0, Synergy_ZIP=6.24, Synergy_Bliss=10.5, Synergy_Loewe=9.29, Synergy_HSA=9.46. Drug 1: C1=CC(=CC=C1CCCC(=O)O)N(CCCl)CCCl. (2) Drug 1: C1CN(P(=O)(OC1)NCCCl)CCCl. Drug 2: C1C(C(OC1N2C=NC3=C2NC=NCC3O)CO)O. Cell line: LOX IMVI. Synergy scores: CSS=5.13, Synergy_ZIP=-2.13, Synergy_Bliss=1.81, Synergy_Loewe=1.36, Synergy_HSA=1.39. (3) Drug 1: C1CCC(C1)C(CC#N)N2C=C(C=N2)C3=C4C=CNC4=NC=N3. Drug 2: COC1=C(C=C2C(=C1)N=CN=C2NC3=CC(=C(C=C3)F)Cl)OCCCN4CCOCC4. Cell line: MALME-3M. Synergy scores: CSS=47.6, Synergy_ZIP=1.44, Synergy_Bliss=3.32, Synergy_Loewe=-13.6, Synergy_HSA=2.48. (4) Drug 1: CC12CCC(CC1=CCC3C2CCC4(C3CC=C4C5=CN=CC=C5)C)O. Drug 2: CCCCCOC(=O)NC1=NC(=O)N(C=C1F)C2C(C(C(O2)C)O)O. Cell line: IGROV1. Synergy scores: CSS=7.04, Synergy_ZIP=-1.37, Synergy_Bliss=2.00, Synergy_Loewe=-0.388, Synergy_HSA=2.11. (5) Drug 1: CC12CCC3C(C1CCC2O)C(CC4=C3C=CC(=C4)O)CCCCCCCCCS(=O)CCCC(C(F)(F)F)(F)F. Drug 2: C1C(C(OC1N2C=NC3=C2NC=NCC3O)CO)O. Cell line: A549. Synergy scores: CSS=2.96, Synergy_ZIP=-1.05, Synergy_Bliss=0.307, Synergy_Loewe=1.17, Synergy_HSA=0.509. (6) Drug 1: C1=CC(=C2C(=C1NCCNCCO)C(=O)C3=C(C=CC(=C3C2=O)O)O)NCCNCCO. Drug 2: C1CNP(=O)(OC1)N(CCCl)CCCl. Cell line: SW-620. Synergy scores: CSS=45.5, Synergy_ZIP=3.98, Synergy_Bliss=4.14, Synergy_Loewe=-30.3, Synergy_HSA=5.29. (7) Drug 1: C1CN1C2=NC(=NC(=N2)N3CC3)N4CC4. Drug 2: C1CC(=O)NC(=O)C1N2CC3=C(C2=O)C=CC=C3N. Cell line: SK-MEL-28. Synergy scores: CSS=7.40, Synergy_ZIP=-2.26, Synergy_Bliss=1.44, Synergy_Loewe=-1.18, Synergy_HSA=-1.16.